The task is: Predict the product of the given reaction.. This data is from Forward reaction prediction with 1.9M reactions from USPTO patents (1976-2016). Given the reactants [Cl:1][C:2]1[CH:3]=[CH:4][C:5]2[N:11]3[C:12]([C:15]([F:18])([CH3:17])[CH3:16])=[N:13][N:14]=[C:10]3[C@@H:9]([CH2:19][C:20]([O:22][CH2:23][CH3:24])=[O:21])[O:8][C@H:7]([C:25]3[CH:30]=[CH:29][CH:28]=[C:27]([O:31][CH3:32])[C:26]=3[Cl:33])[C:6]=2[CH:34]=1.CCCCCC, predict the reaction product. The product is: [Cl:1][C:2]1[CH:3]=[CH:4][C:5]2[N:11]3[C:12]([C:15]([F:18])([CH3:17])[CH3:16])=[N:13][N:14]=[C:10]3[C@@H:9]([CH2:19][C:20]([O:22][CH2:23][CH3:24])=[O:21])[O:8][C@H:7]([C:25]3[CH:30]=[CH:29][CH:28]=[C:27]([O:31][CH3:32])[C:26]=3[Cl:33])[C:6]=2[CH:34]=1.[Cl:1][C:2]1[CH:3]=[CH:4][C:5]2[N:11]3[C:12]([C:15]([F:18])([CH3:17])[CH3:16])=[N:13][N:14]=[C:10]3[C@H:9]([CH2:19][C:20]([O:22][CH2:23][CH3:24])=[O:21])[O:8][C@@H:7]([C:25]3[CH:30]=[CH:29][CH:28]=[C:27]([O:31][CH3:32])[C:26]=3[Cl:33])[C:6]=2[CH:34]=1.